Dataset: Forward reaction prediction with 1.9M reactions from USPTO patents (1976-2016). Task: Predict the product of the given reaction. (1) Given the reactants [CH3:1][S:2](Cl)(=[O:4])=[O:3].[C:6]([NH:10][C:11](=[O:36])[CH2:12][N:13]1[C:22](=[O:23])[C:21]2[C:16](=[CH:17][CH:18]=[C:19]([CH:24]=[CH:25][CH2:26][CH2:27][OH:28])[CH:20]=2)[N:15]=[C:14]1[C:29]1[CH:34]=[CH:33][CH:32]=[C:31]([Cl:35])[CH:30]=1)([CH3:9])([CH3:8])[CH3:7].C(N(CC)CC)C, predict the reaction product. The product is: [C:6]([NH:10][C:11]([CH2:12][N:13]1[C:22](=[O:23])[C:21]2[C:16](=[CH:17][CH:18]=[C:19]([CH:24]=[CH:25][CH2:26][CH2:27][O:28][S:2]([CH3:1])(=[O:4])=[O:3])[CH:20]=2)[N:15]=[C:14]1[C:29]1[CH:34]=[CH:33][CH:32]=[C:31]([Cl:35])[CH:30]=1)=[O:36])([CH3:9])([CH3:7])[CH3:8]. (2) Given the reactants [F:1][C:2]1[CH:24]=[CH:23][C:22]([F:25])=[CH:21][C:3]=1[CH2:4][C@H:5]1[CH2:10][C@H:9]([C:11]2[O:15][NH:14][C:13](=[O:16])[CH:12]=2)[CH2:8][CH2:7][N:6]1C(OC)=O.Br, predict the reaction product. The product is: [F:1][C:2]1[CH:24]=[CH:23][C:22]([F:25])=[CH:21][C:3]=1[CH2:4][C@H:5]1[CH2:10][C@H:9]([C:11]2[O:15][NH:14][C:13](=[O:16])[CH:12]=2)[CH2:8][CH2:7][NH:6]1. (3) Given the reactants [NH:1]1[CH2:6][CH2:5][O:4][CH2:3][CH2:2]1.[Cl:7][C:8]1[N:9]=[C:10](Cl)[C:11]2[CH:16]=[CH:15][S:14][C:12]=2[N:13]=1, predict the reaction product. The product is: [Cl:7][C:8]1[N:9]=[C:10]([N:1]2[CH2:6][CH2:5][O:4][CH2:3][CH2:2]2)[C:11]2[CH:16]=[CH:15][S:14][C:12]=2[N:13]=1. (4) The product is: [CH2:17]([N:14]1[CH2:13][CH2:12][N:11]([CH2:9][CH2:8][C:5]2[CH:6]=[CH:7][C:2]([NH2:1])=[CH:3][C:4]=2[C:19]([F:22])([F:20])[F:21])[CH2:16][CH2:15]1)[CH3:18]. Given the reactants [NH2:1][C:2]1[CH:7]=[CH:6][C:5]([CH2:8][C:9]([N:11]2[CH2:16][CH2:15][N:14]([CH2:17][CH3:18])[CH2:13][CH2:12]2)=O)=[C:4]([C:19]([F:22])([F:21])[F:20])[CH:3]=1.Cl.O, predict the reaction product. (5) Given the reactants [C:1]([O:5][C:6](=[O:29])[CH2:7][N:8]1[C:17](=[O:18])[CH2:16][C:15]2[N:11]([C:12]([C:19]3[CH:24]=[CH:23][CH:22]=[CH:21][CH:20]=3)=[N:13][N:14]=2)[C:10]2[CH:25]=[CH:26][CH:27]=[CH:28][C:9]1=2)([CH3:4])([CH3:3])[CH3:2].[NH:30]1[C:38]2[C:33](=[CH:34][CH:35]=[CH:36][CH:37]=2)[C:32]([CH:39]=O)=[CH:31]1.N1CCCCC1, predict the reaction product. The product is: [C:1]([O:5][C:6](=[O:29])[CH2:7][N:8]1[C:17](=[O:18])[C:16](=[CH:39][C:32]2[C:33]3[C:38](=[CH:37][CH:36]=[CH:35][CH:34]=3)[NH:30][CH:31]=2)[C:15]2[N:11]([C:12]([C:19]3[CH:24]=[CH:23][CH:22]=[CH:21][CH:20]=3)=[N:13][N:14]=2)[C:10]2[CH:25]=[CH:26][CH:27]=[CH:28][C:9]1=2)([CH3:4])([CH3:2])[CH3:3]. (6) The product is: [N:12]1[C:11]2[CH:10]=[CH:9][NH:8][C:7]=2[C:5](=[O:6])[NH:18][CH:17]=1. Given the reactants Cl.C(O[C:5]([C:7]1[NH:8][CH:9]=[CH:10][C:11]=1[NH2:12])=[O:6])C.C(O)(=O)C.[CH:17](N)=[NH:18], predict the reaction product. (7) Given the reactants [CH2:1]([O:3][C:4](=[O:24])[C:5]1[CH:10]=[CH:9][CH:8]=[C:7]([S:11][C:12]2[C:20]3[C:15](=[C:16]([F:22])[C:17]([Cl:21])=[CH:18][CH:19]=3)[NH:14][C:13]=2[CH3:23])[CH:6]=1)[CH3:2].Br[C:26]1[CH:27]=[N:28][N:29]([CH2:31][CH2:32][O:33][Si:34]([C:37]([CH3:40])([CH3:39])[CH3:38])([CH3:36])[CH3:35])[CH:30]=1, predict the reaction product. The product is: [CH2:1]([O:3][C:4](=[O:24])[C:5]1[CH:10]=[CH:9][CH:8]=[C:7]([S:11][C:12]2[C:20]3[C:15](=[C:16]([F:22])[C:17]([Cl:21])=[CH:18][CH:19]=3)[N:14]([C:26]3[CH:27]=[N:28][N:29]([CH2:31][CH2:32][O:33][Si:34]([C:37]([CH3:40])([CH3:39])[CH3:38])([CH3:35])[CH3:36])[CH:30]=3)[C:13]=2[CH3:23])[CH:6]=1)[CH3:2]. (8) Given the reactants [CH2:1]([O:3][C:4](=O)[CH2:5][CH2:6]Br)[CH3:2].[S:9]1[CH:13]=[CH:12][CH:11]=[C:10]1[CH2:14][C:15]#[N:16].[CH3:17][C:18]([OH:20])=O.[OH2:21].[C:22]1(C)C=CC=CC=1, predict the reaction product. The product is: [C:15]([C:14]1([C:10]2[S:9][CH:13]=[CH:12][CH:11]=2)[CH2:6][CH:5]([C:4]([O:3][CH2:1][CH3:2])=[O:21])[C:18](=[O:20])[CH2:17][CH2:22]1)#[N:16].